This data is from Reaction yield outcomes from USPTO patents with 853,638 reactions. The task is: Predict the reaction yield, written as a fraction of the theoretical maximum amount of product (1.0 means a 100% yield; for example, 0.34 means a 34% yield). (1) The reactants are CN(C)CCNC.[Li]CCCC.[CH3:13][O:14][C:15]1[CH:22]=[CH:21][C:18]([CH:19]=[O:20])=[CH:17][N:16]=1.[I:23]I. The catalyst is C1COCC1.CCOCC. The product is [I:23][C:21]1[C:18]([CH:19]=[O:20])=[CH:17][N:16]=[C:15]([O:14][CH3:13])[CH:22]=1. The yield is 0.150. (2) The reactants are [C:12]([O:11][C:9](O[C:9]([O:11][C:12]([CH3:15])([CH3:14])[CH3:13])=[O:10])=[O:10])([CH3:15])([CH3:14])[CH3:13].[CH3:16][O:17][C:18]([C:20]1[C:21]2[CH:22]=[CH:23][NH:24][C:25]=2[CH:26]=[CH:27][CH:28]=1)=[O:19].C(Cl)Cl. The catalyst is CN(C)C1C=CN=CC=1. The product is [CH3:16][O:17][C:18]([C:20]1[C:21]2[CH:22]=[CH:23][N:24]([C:9]([O:11][C:12]([CH3:13])([CH3:14])[CH3:15])=[O:10])[C:25]=2[CH:26]=[CH:27][CH:28]=1)=[O:19]. The yield is 0.920. (3) The reactants are [OH-].[Na+].[NH2:3][C:4]([NH2:6])=[NH:5].Cl[C:8]1[N:13]=[C:12]([CH2:14][C:15]2[C:20]([Cl:21])=[CH:19][CH:18]=[CH:17][C:16]=2[Cl:22])[N:11]=[C:10]([NH:23][C:24]2[CH:31]=[CH:30][C:27]([C:28]#[N:29])=[CH:26][CH:25]=2)[N:9]=1. The catalyst is O1CCOCC1. The product is [C:28]([C:27]1[CH:30]=[CH:31][C:24]([NH:23][C:10]2[N:11]=[C:12]([CH2:14][C:15]3[C:20]([Cl:21])=[CH:19][CH:18]=[CH:17][C:16]=3[Cl:22])[N:13]=[C:8]([NH:5][C:4]([NH2:6])=[NH:3])[N:9]=2)=[CH:25][CH:26]=1)#[N:29]. The yield is 0.643. (4) The reactants are [OH-].[Li+].[CH2:3]([O:7][C:8]1[CH:9]=[C:10]([CH2:28][CH2:29][C:30]([O:32]C)=[O:31])[CH:11]=[CH:12][C:13]=1[CH2:14][CH2:15][CH2:16][C:17]1[CH:22]=[CH:21][C:20]([O:23][CH2:24][CH3:25])=[C:19]([O:26][CH3:27])[CH:18]=1)[CH2:4][CH2:5][CH3:6]. The catalyst is O1CCCC1. The product is [CH2:3]([O:7][C:8]1[CH:9]=[C:10]([CH2:28][CH2:29][C:30]([OH:32])=[O:31])[CH:11]=[CH:12][C:13]=1[CH2:14][CH2:15][CH2:16][C:17]1[CH:22]=[CH:21][C:20]([O:23][CH2:24][CH3:25])=[C:19]([O:26][CH3:27])[CH:18]=1)[CH2:4][CH2:5][CH3:6]. The yield is 0.790. (5) The reactants are [F:1][C:2]1[CH:21]=[CH:20][C:5]([CH2:6][C:7]2[N:12]=[C:11]([O:13]C)[C:10]([N+:15]([O-:17])=[O:16])=[C:9]([O:18]C)[N:8]=2)=[CH:4][CH:3]=1.Cl.N1C=CC=CC=1. The catalyst is O. The product is [F:1][C:2]1[CH:21]=[CH:20][C:5]([CH2:6][C:7]2[N:8]=[C:9]([OH:18])[C:10]([N+:15]([O-:17])=[O:16])=[C:11]([OH:13])[N:12]=2)=[CH:4][CH:3]=1. The yield is 0.620. (6) The reactants are [CH3:1]C1(C)CCCC(C)(C)N1.C([Li])CCC.[F:16][C:17]1[CH:18]=[N:19][CH:20]=[C:21]([Sn:23]([CH2:32][CH2:33][CH2:34][CH3:35])([CH2:28][CH2:29][CH2:30][CH3:31])[CH2:24][CH2:25][CH2:26][CH3:27])[CH:22]=1.CI. The catalyst is CCCCCC.O1CCCC1. The product is [F:16][C:17]1[C:18]([CH3:1])=[N:19][CH:20]=[C:21]([Sn:23]([CH2:28][CH2:29][CH2:30][CH3:31])([CH2:32][CH2:33][CH2:34][CH3:35])[CH2:24][CH2:25][CH2:26][CH3:27])[CH:22]=1. The yield is 0.370. (7) The reactants are [O:1]([C:8]1[CH:13]=[CH:12][C:11]([NH:14][C:15]2[C:24]3[C:19](=[CH:20][C:21]([O:26][C@H:27]4[CH2:31][CH2:30][O:29][CH2:28]4)=[C:22]([NH2:25])[CH:23]=3)[N:18]=[CH:17][N:16]=2)=[CH:10][CH:9]=1)[C:2]1[CH:7]=[CH:6][CH:5]=[CH:4][CH:3]=1.[CH2:32]([O:34][P:35]([CH2:40][C:41](O)=[O:42])([O:37][CH2:38][CH3:39])=[O:36])[CH3:33].CCN=C=NCCCN(C)C.Cl.CCN(C(C)C)C(C)C. The catalyst is CC(=O)OCC.CN(C=O)C. The product is [O:42]=[C:41]([NH:25][C:22]1[CH:23]=[C:24]2[C:19](=[CH:20][C:21]=1[O:26][C@H:27]1[CH2:31][CH2:30][O:29][CH2:28]1)[N:18]=[CH:17][N:16]=[C:15]2[NH:14][C:11]1[CH:10]=[CH:9][C:8]([O:1][C:2]2[CH:3]=[CH:4][CH:5]=[CH:6][CH:7]=2)=[CH:13][CH:12]=1)[CH2:40][P:35](=[O:36])([O:34][CH2:32][CH3:33])[O:37][CH2:38][CH3:39]. The yield is 0.407. (8) The reactants are [CH2:1]1[CH2:6][C@H:5]([C:7]([OH:9])=[O:8])[CH2:4][CH2:3][C@H:2]1[CH2:10][NH2:11].[C:12]([O:17][CH:18]([O:20][C:21](ON1C(=O)CCC1=O)=[O:22])[CH3:19])(=[O:16])[CH2:13][CH2:14][CH3:15]. The catalyst is CC(OC)(C)C.CC(C)=O.O. The product is [C:12]([O:17][CH:18]([O:20][C:21]([NH:11][CH2:10][C@H:2]1[CH2:3][CH2:4][C@H:5]([C:7]([OH:9])=[O:8])[CH2:6][CH2:1]1)=[O:22])[CH3:19])(=[O:16])[CH2:13][CH2:14][CH3:15]. The yield is 0.280. (9) The reactants are [CH3:1][C:2]1[O:6][N:5]=[C:4]([C:7]2[CH:12]=[CH:11][CH:10]=[CH:9][CH:8]=2)[C:3]=1[CH2:13][O:14][C:15]1[CH:23]=[CH:22][C:18]([C:19]([OH:21])=O)=[CH:17][N:16]=1.Cl.[NH2:25][C@H:26]1[CH2:31][CH2:30][CH2:29][CH2:28][C@@H:27]1[OH:32]. No catalyst specified. The product is [OH:32][C@H:27]1[CH2:28][CH2:29][CH2:30][CH2:31][C@@H:26]1[NH:25][C:19](=[O:21])[C:18]1[CH:22]=[CH:23][C:15]([O:14][CH2:13][C:3]2[C:4]([C:7]3[CH:8]=[CH:9][CH:10]=[CH:11][CH:12]=3)=[N:5][O:6][C:2]=2[CH3:1])=[N:16][CH:17]=1. The yield is 0.910. (10) The reactants are [OH-].[Na+].[OH:3][C:4]1[CH:9]=[CH:8][C:7]([O:10][CH2:11][CH2:12][O:13][CH2:14][CH2:15][O:16][CH2:17][CH2:18][O:19][CH3:20])=[CH:6][C:5]=1[C:21]1[S:22][CH2:23][C@:24]([CH3:32])([C:26]([O:28]C(C)C)=[O:27])[N:25]=1. The catalyst is CO. The product is [OH:3][C:4]1[CH:9]=[CH:8][C:7]([O:10][CH2:11][CH2:12][O:13][CH2:14][CH2:15][O:16][CH2:17][CH2:18][O:19][CH3:20])=[CH:6][C:5]=1[C:21]1[S:22][CH2:23][C@:24]([CH3:32])([C:26]([OH:28])=[O:27])[N:25]=1. The yield is 0.970.